This data is from Full USPTO retrosynthesis dataset with 1.9M reactions from patents (1976-2016). The task is: Predict the reactants needed to synthesize the given product. Given the product [Br:1][C:2]1[CH:11]=[CH:10][CH:9]=[C:8]2[C:3]=1[CH:4]=[C:5]([CH3:14])[C:6]([Cl:12])=[N:7]2, predict the reactants needed to synthesize it. The reactants are: [Br:1][C:2]1[CH:11]=[CH:10][CH:9]=[C:8]2[C:3]=1[CH:4]=[CH:5][C:6]([Cl:12])=[N:7]2.[Li+].[CH3:14]C([N-]C(C)C)C.IC.[NH4+].[Cl-].